Dataset: Full USPTO retrosynthesis dataset with 1.9M reactions from patents (1976-2016). Task: Predict the reactants needed to synthesize the given product. (1) Given the product [Cl:1][C:2]1[CH:3]=[CH:4][C:5]([NH:8][S:9]([C:12]2[C:13]3[CH2:14][CH2:15][C@H:16]([NH:24][CH3:25])[CH2:17][C:18]=3[C:19]([O:22][CH3:23])=[CH:20][CH:21]=2)(=[O:11])=[O:10])=[CH:6][CH:7]=1, predict the reactants needed to synthesize it. The reactants are: [Cl:1][C:2]1[CH:7]=[CH:6][C:5]([NH:8][S:9]([C:12]2[CH:21]=[CH:20][C:19]([O:22][CH3:23])=[C:18]3[C:13]=2[CH2:14][CH2:15][C@H:16]([NH:24][C:25](=O)OCC)[CH2:17]3)(=[O:11])=[O:10])=[CH:4][CH:3]=1.[H-].[Al+3].[Li+].[H-].[H-].[H-]. (2) Given the product [NH2:30][CH2:29][C:28]#[C:27][C:24]1[CH:25]=[CH:26][C:17]2[C:16]3[N:34]=[C:12]([NH:11][C:5]4[CH:6]=[CH:7][C:8]([O:9][CH3:10])=[C:3]([O:2][CH3:1])[CH:4]=4)[N:13]=[CH:14][C:15]=3[CH2:21][C:20](=[O:22])[NH:19][C:18]=2[CH:23]=1, predict the reactants needed to synthesize it. The reactants are: [CH3:1][O:2][C:3]1[CH:4]=[C:5]([NH:11][C:12]2[N:13]=[CH:14][C:15]3[CH2:21][C:20](=[O:22])[NH:19][C:18]4[CH:23]=[C:24]([C:27]#[C:28][CH2:29][NH:30]C(=O)O)[CH:25]=[CH:26][C:17]=4[C:16]=3[N:34]=2)[CH:6]=[CH:7][C:8]=1[O:9][CH3:10].Cl. (3) Given the product [NH2:8][C:7]1[C:2]([F:1])=[C:3]([NH:11][S:25]([CH2:24][CH2:23][CH2:22][F:21])(=[O:27])=[O:26])[CH:4]=[C:5]([F:10])[C:6]=1[F:9], predict the reactants needed to synthesize it. The reactants are: [F:1][C:2]1[C:7]([NH2:8])=[C:6]([F:9])[C:5]([F:10])=[CH:4][C:3]=1[NH2:11].C(Cl)Cl.N1C=CC=CC=1.[F:21][CH2:22][CH2:23][CH2:24][S:25](Cl)(=[O:27])=[O:26].